From a dataset of Reaction yield outcomes from USPTO patents with 853,638 reactions. Predict the reaction yield, written as a fraction of the theoretical maximum amount of product (1.0 means a 100% yield; for example, 0.34 means a 34% yield). (1) The reactants are [Cl:1][C:2]1[CH:3]=[C:4]([C:8]2[CH:17]=[C:16]([CH:18]=C)[C:15]([O:20][CH3:21])=[C:14]3[C:9]=2[CH:10]=[N:11][C:12]([NH:22][CH3:23])=[N:13]3)[CH:5]=[CH:6][CH:7]=1.CC([OH:27])C.I([O-])(=O)(=O)=O.[Na+]. The catalyst is C1COCC1.O.[Os](=O)(=O)(=O)=O. The product is [Cl:1][C:2]1[CH:3]=[C:4]([C:8]2[CH:17]=[C:16]([CH:18]=[O:27])[C:15]([O:20][CH3:21])=[C:14]3[C:9]=2[CH:10]=[N:11][C:12]([NH:22][CH3:23])=[N:13]3)[CH:5]=[CH:6][CH:7]=1. The yield is 0.700. (2) The reactants are [NH2:1][C:2]1[CH:7]=[CH:6][C:5]([CH2:8][C:9]([O:11][C:12]([CH3:15])([CH3:14])[CH3:13])=[O:10])=[CH:4][C:3]=1[CH3:16].CCN(CC)CC.[F:24][C:25]1[CH:30]=[CH:29][CH:28]=[CH:27][C:26]=1[N:31]=[C:32]=[O:33]. The catalyst is C1COCC1. The product is [F:24][C:25]1[CH:30]=[CH:29][CH:28]=[CH:27][C:26]=1[NH:31][C:32](=[O:33])[NH:1][C:2]1[CH:7]=[CH:6][C:5]([CH2:8][C:9]([O:11][C:12]([CH3:13])([CH3:15])[CH3:14])=[O:10])=[CH:4][C:3]=1[CH3:16]. The yield is 0.740. (3) The reactants are Cl[C:2]1[N:3]=[N:4][C:5]([C:8]([F:11])([F:10])[F:9])=[CH:6][CH:7]=1.[CH3:12][O:13][C:14]1[CH:19]=[C:18](B2OC(C)(C)C(C)(C)O2)[CH:17]=[CH:16][N:15]=1. No catalyst specified. The product is [CH3:12][O:13][C:14]1[CH:19]=[C:18]([C:2]2[N:3]=[N:4][C:5]([C:8]([F:11])([F:10])[F:9])=[CH:6][CH:7]=2)[CH:17]=[CH:16][N:15]=1. The yield is 0.600. (4) The reactants are [CH2:1]([O:3][C:4]([C:6]1[CH:7]=[C:8]2[C:12](=[C:13]([NH:15]C(OCC3C=CC=CC=3)=O)[CH:14]=1)[NH:11][CH:10]=[C:9]2[CH2:26][CH3:27])=[O:5])[CH3:2].O. The catalyst is CCO.[Pd]. The product is [CH2:1]([O:3][C:4]([C:6]1[CH:7]=[C:8]2[C:12](=[C:13]([NH2:15])[CH:14]=1)[NH:11][CH:10]=[C:9]2[CH2:26][CH3:27])=[O:5])[CH3:2]. The yield is 0.950. (5) The reactants are [N:1]1[CH:6]=[CH:5][CH:4]=[C:3](B(O)O)[CH:2]=1.C(=O)([O-])[O-].[Na+].[Na+].Br[C:17]1[C:18]([N:26]2[CH2:31][CH2:30][N:29]([C:32](=[O:53])[C@@H:33]([C:46]3[CH:51]=[CH:50][C:49]([Cl:52])=[CH:48][CH:47]=3)[CH2:34][N:35]([CH:43]([CH3:45])[CH3:44])[C:36](=[O:42])[O:37][C:38]([CH3:41])([CH3:40])[CH3:39])[CH2:28][CH2:27]2)=[C:19]2[CH:25]=[CH:24][NH:23][C:20]2=[N:21][CH:22]=1. The catalyst is C1C=CC([P]([Pd]([P](C2C=CC=CC=2)(C2C=CC=CC=2)C2C=CC=CC=2)([P](C2C=CC=CC=2)(C2C=CC=CC=2)C2C=CC=CC=2)[P](C2C=CC=CC=2)(C2C=CC=CC=2)C2C=CC=CC=2)(C2C=CC=CC=2)C2C=CC=CC=2)=CC=1. The product is [Cl:52][C:49]1[CH:48]=[CH:47][C:46]([C@H:33]([C:32](=[O:53])[N:29]2[CH2:30][CH2:31][N:26]([C:18]3[C:17]([C:3]4[CH:2]=[N:1][CH:6]=[CH:5][CH:4]=4)=[CH:22][N:21]=[C:20]4[NH:23][CH:24]=[CH:25][C:19]=34)[CH2:27][CH2:28]2)[CH2:34][N:35]([CH:43]([CH3:45])[CH3:44])[C:36](=[O:42])[O:37][C:38]([CH3:41])([CH3:40])[CH3:39])=[CH:51][CH:50]=1. The yield is 0.640.